This data is from Reaction yield outcomes from USPTO patents with 853,638 reactions. The task is: Predict the reaction yield, written as a fraction of the theoretical maximum amount of product (1.0 means a 100% yield; for example, 0.34 means a 34% yield). (1) The reactants are [C:1]([N:4]1[CH2:8][CH2:7][C:6]2([C:16]3[C:11](=[CH:12][CH:13]=[C:14]([CH:17]=[O:18])[CH:15]=3)[N:10]([C:19]([NH:21][C:22]3[S:23][C:24]([Cl:27])=[CH:25][N:26]=3)=[O:20])[CH2:9]2)[CH2:5]1)(=[O:3])[CH3:2].[BH4-].[Na+]. The catalyst is CO. The product is [C:1]([N:4]1[CH2:8][CH2:7][C:6]2([C:16]3[C:11](=[CH:12][CH:13]=[C:14]([CH2:17][OH:18])[CH:15]=3)[N:10]([C:19]([NH:21][C:22]3[S:23][C:24]([Cl:27])=[CH:25][N:26]=3)=[O:20])[CH2:9]2)[CH2:5]1)(=[O:3])[CH3:2]. The yield is 0.990. (2) The reactants are C[O:2][C:3](=[O:30])[CH2:4][CH2:5][CH2:6][CH2:7][CH2:8][N:9]1[C:17]([S:18][C:19]2[C:27]([I:28])=[CH:26][C:22]3[O:23][CH2:24][O:25][C:21]=3[CH:20]=2)=[N:16][C:15]2[C:10]1=[N:11][CH:12]=[N:13][C:14]=2[NH2:29].[Li+].[OH-]. The catalyst is O1CCOCC1. The product is [NH2:29][C:14]1[N:13]=[CH:12][N:11]=[C:10]2[C:15]=1[N:16]=[C:17]([S:18][C:19]1[C:27]([I:28])=[CH:26][C:22]3[O:23][CH2:24][O:25][C:21]=3[CH:20]=1)[N:9]2[CH2:8][CH2:7][CH2:6][CH2:5][CH2:4][C:3]([OH:30])=[O:2]. The yield is 0.890. (3) The reactants are [OH:1][CH2:2][CH2:3][O:4][CH2:5][C:6]1[CH:13]=[CH:12][C:9]([C:10]#[N:11])=[CH:8][CH:7]=1.C(N(CC)CC)C.[CH3:21][S:22](Cl)(=[O:24])=[O:23]. The catalyst is C(Cl)Cl. The product is [CH3:21][S:22]([O:1][CH2:2][CH2:3][O:4][CH2:5][C:6]1[CH:13]=[CH:12][C:9]([C:10]#[N:11])=[CH:8][CH:7]=1)(=[O:24])=[O:23]. The yield is 0.940. (4) The reactants are [C:1]([C:3]1[CH:4]=[C:5]([C@H:9]2[CH2:14][CH2:13][C@H:12]([OH:15])[CH2:11][CH2:10]2)[CH:6]=[CH:7][CH:8]=1)#[N:2].CC(OI1(OC(C)=O)(OC(C)=O)OC(=O)C2C=CC=CC1=2)=O. The catalyst is C(Cl)Cl. The product is [C:1]([C:3]1[CH:4]=[C:5]([CH:9]2[CH2:14][CH2:13][C:12](=[O:15])[CH2:11][CH2:10]2)[CH:6]=[CH:7][CH:8]=1)#[N:2]. The yield is 0.630. (5) The reactants are [NH:1]1[C:5]2[CH2:6][O:7][CH2:8][CH2:9][C:4]=2[C:3]([C:10]([O:12][CH2:13][CH3:14])=[O:11])=[N:2]1.[Br:15][C:16]1[CH:17]=[C:18](B(O)O)[CH:19]=[CH:20][CH:21]=1. No catalyst specified. The product is [Br:15][C:16]1[CH:21]=[C:20]([N:1]2[C:5]3[CH2:6][O:7][CH2:8][CH2:9][C:4]=3[C:3]([C:10]([O:12][CH2:13][CH3:14])=[O:11])=[N:2]2)[CH:19]=[CH:18][CH:17]=1. The yield is 0.150. (6) The reactants are [O:1]1[CH2:6][CH2:5][N:4]([C:7]2[CH:12]=[CH:11][CH:10]=[CH:9][C:8]=2[OH:13])[CH2:3][CH2:2]1.Br[CH2:15][C:16]([O:18][CH2:19][CH3:20])=[O:17].C([O-])([O-])=O.[K+].[K+]. The catalyst is CC#N. The product is [O:1]1[CH2:2][CH2:3][N:4]([C:7]2[CH:12]=[CH:11][CH:10]=[CH:9][C:8]=2[O:13][CH2:15][C:16]([O:18][CH2:19][CH3:20])=[O:17])[CH2:5][CH2:6]1. The yield is 0.900. (7) The reactants are [C:1]([O:5][C:6](=[O:61])[CH2:7][CH2:8][CH2:9][CH2:10][CH2:11][CH2:12][CH2:13][CH2:14][CH2:15][CH2:16][CH2:17][CH2:18][CH2:19][CH2:20][CH2:21][CH2:22][CH2:23][CH2:24][C:25](=[O:60])[NH:26][C@H:27]([C:53]([O:55][C:56]([CH3:59])([CH3:58])[CH3:57])=[O:54])[CH2:28][CH2:29][C:30](=[O:52])[NH:31][CH2:32][CH2:33][O:34][CH2:35][CH2:36][O:37][CH2:38][C:39](=[O:51])[NH:40][CH2:41][CH2:42][O:43][CH2:44][CH2:45][O:46][CH2:47][C:48]([OH:50])=[O:49])([CH3:4])([CH3:3])[CH3:2].[B-](F)(F)(F)F.CN(C(O[N:75]1[C:80](=[O:81])[CH2:79][CH2:78][C:76]1=[O:77])=[N+](C)C)C. The catalyst is C(#N)C. The product is [C:1]([O:5][C:6](=[O:61])[CH2:7][CH2:8][CH2:9][CH2:10][CH2:11][CH2:12][CH2:13][CH2:14][CH2:15][CH2:16][CH2:17][CH2:18][CH2:19][CH2:20][CH2:21][CH2:22][CH2:23][CH2:24][C:25](=[O:60])[NH:26][C@H:27]([C:53]([O:55][C:56]([CH3:59])([CH3:58])[CH3:57])=[O:54])[CH2:28][CH2:29][C:30](=[O:52])[NH:31][CH2:32][CH2:33][O:34][CH2:35][CH2:36][O:37][CH2:38][C:39](=[O:51])[NH:40][CH2:41][CH2:42][O:43][CH2:44][CH2:45][O:46][CH2:47][C:48]([O:50][N:75]1[C:80](=[O:81])[CH2:79][CH2:78][C:76]1=[O:77])=[O:49])([CH3:4])([CH3:2])[CH3:3]. The yield is 0.990. (8) The reactants are [C:1]([C:3]1[C:11]2[C:6](=[CH:7][C:8]([O:12][CH2:13][CH3:14])=[CH:9][CH:10]=2)[N:5]([CH2:15][CH3:16])[C:4]=1[C:17]1[CH:22]=[CH:21][C:20]([NH:23][C:24](=[O:32])[NH:25][CH2:26][C:27](OCC)=[O:28])=[CH:19][CH:18]=1)#[N:2].Cl.CC(C)=[O:36]. No catalyst specified. The product is [CH2:13]([O:12][C:8]1[CH:7]=[C:6]2[C:11]([C:3]([C:1]([NH2:2])=[O:36])=[C:4]([C:17]3[CH:22]=[CH:21][C:20]([N:23]4[C:27](=[O:28])[CH2:26][NH:25][C:24]4=[O:32])=[CH:19][CH:18]=3)[N:5]2[CH2:15][CH3:16])=[CH:10][CH:9]=1)[CH3:14]. The yield is 0.870. (9) The reactants are [C:1]([NH2:9])(=[S:8])[C:2]1[CH:7]=[CH:6][CH:5]=[CH:4][CH:3]=1.Br[CH2:11][C:12]([C:14]1[CH:23]=[CH:22][C:21]2[C:16](=[CH:17][CH:18]=[C:19]([O:24][CH3:25])[CH:20]=2)[CH:15]=1)=O. The catalyst is C(O)C. The product is [CH3:25][O:24][C:19]1[CH:20]=[C:21]2[C:16](=[CH:17][CH:18]=1)[CH:15]=[C:14]([C:12]1[N:9]=[C:1]([C:2]3[CH:7]=[CH:6][CH:5]=[CH:4][CH:3]=3)[S:8][CH:11]=1)[CH:23]=[CH:22]2. The yield is 0.880.